Task: Predict which catalyst facilitates the given reaction.. Dataset: Catalyst prediction with 721,799 reactions and 888 catalyst types from USPTO (1) Reactant: [C:1]([CH:5]1[N:14]2[C:9](=[CH:10][C:11](=[O:20])[C:12]([C:15]([O:17][CH2:18][CH3:19])=[O:16])=[CH:13]2)[C:8]2[CH:21]=[C:22]([O:26][CH3:27])[C:23]([OH:25])=[CH:24][C:7]=2[CH2:6]1)([CH3:4])([CH3:3])[CH3:2].CC1C=CC(S(O[CH2:39][CH2:40][CH2:41][O:42][CH2:43][CH2:44][N:45]([CH2:53][C:54]2[CH:59]=[CH:58][CH:57]=[CH:56][CH:55]=2)[CH2:46][C:47]2[CH:52]=[CH:51][CH:50]=[CH:49][CH:48]=2)(=O)=O)=CC=1.C([O-])([O-])=O.[K+].[K+]. Product: [C:1]([CH:5]1[N:14]2[C:9](=[CH:10][C:11](=[O:20])[C:12]([C:15]([O:17][CH2:18][CH3:19])=[O:16])=[CH:13]2)[C:8]2[CH:21]=[C:22]([O:26][CH3:27])[C:23]([O:25][CH2:39][CH2:40][CH2:41][O:42][CH2:43][CH2:44][N:45]([CH2:46][C:47]3[CH:52]=[CH:51][CH:50]=[CH:49][CH:48]=3)[CH2:53][C:54]3[CH:55]=[CH:56][CH:57]=[CH:58][CH:59]=3)=[CH:24][C:7]=2[CH2:6]1)([CH3:2])([CH3:3])[CH3:4]. The catalyst class is: 3. (2) Reactant: [F:1][C:2]1[N:6]([CH3:7])[N:5]=[C:4]([C:8]([F:11])([F:10])[F:9])[C:3]=1[CH:12]=[O:13].[BH4-].[Na+].O.C(OCC)(=O)C. Product: [F:1][C:2]1[N:6]([CH3:7])[N:5]=[C:4]([C:8]([F:10])([F:9])[F:11])[C:3]=1[CH2:12][OH:13]. The catalyst class is: 5.